Dataset: Reaction yield outcomes from USPTO patents with 853,638 reactions. Task: Predict the reaction yield, written as a fraction of the theoretical maximum amount of product (1.0 means a 100% yield; for example, 0.34 means a 34% yield). (1) The reactants are [C:1](#[N:4])[CH:2]=[CH2:3].[C:5]1([CH:11]2[CH2:16][CH2:15][NH:14][CH2:13][CH2:12]2)[CH:10]=[CH:9][CH:8]=[CH:7][CH:6]=1. The catalyst is CCO. The product is [C:5]1([CH:11]2[CH2:12][CH2:13][N:14]([CH2:3][CH2:2][C:1]#[N:4])[CH2:15][CH2:16]2)[CH:10]=[CH:9][CH:8]=[CH:7][CH:6]=1. The yield is 0.990. (2) The reactants are [C:1]([C:4]1[CH:20]=[CH:19][C:7]2[CH2:8][CH2:9][N:10]([C:13](=[O:18])[C:14]([F:17])([F:16])[F:15])[CH2:11][CH2:12][C:6]=2[C:5]=1[OH:21])(=O)[CH3:2].B(F)(F)F.CCOCC.C([BH3-])#N.[Na+].C([SiH](CC)CC)C. The catalyst is C1COCC1. The product is [CH2:1]([C:4]1[CH:20]=[CH:19][C:7]2[CH2:8][CH2:9][N:10]([C:13](=[O:18])[C:14]([F:17])([F:15])[F:16])[CH2:11][CH2:12][C:6]=2[C:5]=1[OH:21])[CH3:2]. The yield is 0.730. (3) The reactants are [OH:1][C@H:2]1[CH2:6][CH2:5][O:4][CH2:3]1.CC([O-])(C)C.[K+].[CH3:13][O:14][C:15]([C:17]1[S:18][C:19]([C:31]#[C:32][C:33]([CH3:36])([CH3:35])[CH3:34])=[CH:20][C:21]=1[NH:22][CH:23]1[CH2:30][CH2:29][C:26]2([O:28][CH2:27]2)[CH2:25][CH2:24]1)=[O:16].C(O)(=O)CC(CC(O)=O)(C(O)=O)O.C[Si](C=[N+]=[N-])(C)C. The catalyst is CN1C(=O)CCC1.ClCCl.CO. The product is [CH3:13][O:14][C:15]([C:17]1[S:18][C:19]([C:31]#[C:32][C:33]([CH3:36])([CH3:35])[CH3:34])=[CH:20][C:21]=1[NH:22][CH:23]1[CH2:30][CH2:29][C:26]([OH:28])([CH2:27][O:1][CH:2]2[CH2:6][CH2:5][O:4][CH2:3]2)[CH2:25][CH2:24]1)=[O:16]. The yield is 0.480. (4) The reactants are [Cl:1][C:2]1[CH:8]=[CH:7][C:6]([Cl:9])=[CH:5][C:3]=1[NH2:4].C[Si]([N-][Si](C)(C)C)(C)C.[Na+].[Br:20][C:21]1[S:25][C:24]([C:26]#[N:27])=[CH:23][CH:22]=1. The catalyst is C1COCC1. The product is [Br:20][C:21]1[S:25][C:24]([C:26]([NH:4][C:3]2[CH:5]=[C:6]([Cl:9])[CH:7]=[CH:8][C:2]=2[Cl:1])=[NH:27])=[CH:23][CH:22]=1. The yield is 0.940. (5) The reactants are O[C:2]([C:5]1[C:10]([O:11][CH3:12])=[CH:9][CH:8]=[CH:7][C:6]=1[OH:13])([CH3:4])[CH3:3].O.C([O-])=O.[NH4+]. The catalyst is C(O)(=O)C.[Pd]. The product is [CH:2]([C:5]1[C:10]([O:11][CH3:12])=[CH:9][CH:8]=[CH:7][C:6]=1[OH:13])([CH3:4])[CH3:3]. The yield is 0.920. (6) The reactants are C(N(CC)CC)C.Cl.[CH3:9][NH:10][CH2:11][C:12]1[CH:20]=[CH:19][CH:18]=[C:17]2[C:13]=1[CH2:14][N:15]([CH:22]1[CH2:27][CH2:26][C:25](=[O:28])[NH:24][C:23]1=[O:29])[C:16]2=[O:21].[Cl:30][C:31]1[CH:32]=[C:33]([N:38]=[C:39]=[O:40])[CH:34]=[CH:35][C:36]=1[Cl:37]. The catalyst is C1COCC1. The product is [Cl:30][C:31]1[CH:32]=[C:33]([NH:38][C:39](=[O:40])[N:10]([CH2:11][C:12]2[CH:20]=[CH:19][CH:18]=[C:17]3[C:13]=2[CH2:14][N:15]([CH:22]2[CH2:27][CH2:26][C:25](=[O:28])[NH:24][C:23]2=[O:29])[C:16]3=[O:21])[CH3:9])[CH:34]=[CH:35][C:36]=1[Cl:37]. The yield is 0.700.